From a dataset of Forward reaction prediction with 1.9M reactions from USPTO patents (1976-2016). Predict the product of the given reaction. Given the reactants [P:1]([O:13][CH2:14][C@@H:15]1[C@@H:22]2[C@@H:18]([O:19][C:20]([CH3:24])([CH3:23])[O:21]2)[C@H:17]([N:25]2[C:33](Br)=[N:32][C:31]3[C:26]2=[N:27][CH:28]=[N:29][C:30]=3[N:35]([CH3:37])[CH3:36])[O:16]1)([O:8][C:9]([CH3:12])([CH3:11])[CH3:10])([O:3][C:4]([CH3:7])([CH3:6])[CH3:5])=[O:2].[CH3:38][N:39](C=O)C, predict the reaction product. The product is: [P:1]([O:13][CH2:14][C@@H:15]1[C@@H:22]2[C@@H:18]([O:19][C:20]([CH3:24])([CH3:23])[O:21]2)[C@H:17]([N:25]2[C:33]([C:38]#[N:39])=[N:32][C:31]3[C:26]2=[N:27][CH:28]=[N:29][C:30]=3[N:35]([CH3:37])[CH3:36])[O:16]1)([O:8][C:9]([CH3:12])([CH3:11])[CH3:10])([O:3][C:4]([CH3:7])([CH3:6])[CH3:5])=[O:2].